This data is from Experimentally validated miRNA-target interactions with 360,000+ pairs, plus equal number of negative samples. The task is: Binary Classification. Given a miRNA mature sequence and a target amino acid sequence, predict their likelihood of interaction. (1) The miRNA is hsa-miR-514b-3p with sequence AUUGACACCUCUGUGAGUGGA. The protein sequence of the target gene is MARMSFVIAACQLVLGLLMTSLTESSIQNSECPQLCVCEIRPWFTPQSTYREATTVDCNDLRLTRIPSNLSSDTQVLLLQSNNIAKTVDELQQLFNLTELDFSQNNFTNIKEVGLANLTQLTTLHLEENQITEMTDYCLQDLSNLQELYINHNQISTISAHAFAGLKNLLRLHLNSNKLKVIDSRWFDSTPNLEILMIGENPVIGILDMNFKPLANLRSLVLAGMYLTDIPGNALVGLDSLESLSFYDNKLVKVPQLALQKVPNLKFLDLNKNPIHKIQEGDFKNMLRLKELGINNMGEL.... Result: 0 (no interaction). (2) The protein sequence of the target gene is MESTPSRGLNRVHLQCRNLQEFLGGLSPGVLDRLYGHPATCLAVFRELPSLAKNWVMRMLFLEQPLPQAAVALWVKKEFSKAQEESTGLLSGLRIWHTQLLPGGLQGLILNPIFRQNLRIALLGGGKAWSDDTSQLGPDKHARDVPSLDKYAEERWEVVLHFMVGSPSAAVSQDLAQLLSQAGLMKSTEPGEPPCITSAGFQFLLLDTPAQLWYFMLQYLQTAQSRGMDLVEILSFLFQLSFSTLGKDYSVEGMSDSLLNFLQHLREFGLVFQRKRKSRRYYPTRLAINLSSGVSGAGGT.... The miRNA is hsa-miR-6807-3p with sequence CACUGCAUUCCUGCUUGGCCCAG. Result: 0 (no interaction). (3) The miRNA is mmu-miR-7b-5p with sequence UGGAAGACUUGUGAUUUUGUUGUU. The protein sequence of the target gene is MPIPPPPPPPPGPPPPPTFNQANTEQPKLSRDEQRNRGALLQDICKGTKLKKVTNVNDRSAPVIEKPRGSSGGYGPGAAALQPKGGLFQGGVPKLRPVGAKDASEAPAGKPALQVPSSRAAAPRPPGSAASGRPHDDTDSNRASLPELPRMQRPSLPDLSRPNTASGTGMKHSSSAPPPPPPGRRANAPPTPLPLHSNKAQAYNREKPLPPTPGQRLHPGREGHPAPPPVKPPPSPVNIRTGPSGQSLAPPPPPYRQPPGVPNGPSSPTNESAPELPQRHNSLHRKTPGPVRGLAPPPPT.... Result: 1 (interaction). (4) The protein sequence of the target gene is MDAIKKKMQMLKLDKENALDRAEQAEADKKAAEDRSKQLEDELVSLQKKLKGTEDELDKYSEALKDAQEKLELAEKKATDAEADVASLNRRIQLVEEELDRAQERLATALQKLEEAEKAADESERGMKVIESRAQKDEEKMEIQEIQLKEAKHIAEDADRKYEEVARKLVIIESDLERAEERAELSEGKCAELEEELKTVTNNLKSLEAQAEKYSQKEDRYEEEIKVLSDKLKEAETRAEFAERSVTKLEKSIDDLEDELYAQKLKYKAISEELDHALNDMTSI. The miRNA is hsa-miR-124-3p with sequence UAAGGCACGCGGUGAAUGCCAA. Result: 1 (interaction). (5) The miRNA is hsa-miR-4436b-3p with sequence CAGGGCAGGAAGAAGUGGACAA. The protein sequence of the target gene is MSSTLAKIAEIEAEMARTQKNKATAHHLGLLKARLAKLRRELITPKGGGGGGPGEGFDVAKTGDARIGFVGFPSVGKSTLLSNLAGVYSEVAAYEFTTLTTVPGVIRYKGAKIQLLDLPGIIEGAKDGKGRGRQVIAVARTCNLILIVLDVLKPLGHKKIIENELEGFGIRLNSKPPNIGFKKKDKGGINLTATCPQSELDAETVKSILAEYKIHNADVTLRSDATADDLIDVVEGNRVYIPCIYVLNKIDQISIEELDIIYKVPHCVPISAHHRWNFDDLLEKIWDYLKLVRIYTKPKG.... Result: 1 (interaction). (6) The miRNA is mmu-miR-216a-5p with sequence UAAUCUCAGCUGGCAACUGUGA. The protein sequence of the target gene is MTGRDGLSDARSRSRALAPGCPPTGSRLRSFAINDLLGLEADLPTPAEPGLRSNSGDPAEAIGSGPGPGPGLCGSCPARGALPLGLGLLCGFGAQPPSAAAAARARCLLLADLRLLPSAGPEPAVAQGPVHPPPALGSQQRSESVSTSDGDSPSEEKNDPKMSLILGKRKKRRHRTVFTAHQLEELEKAFGEAHYPDVYAREMLAAKTELPEDRIQVWFQNRRAKWRKREKRWGGSSVMAEYGLYGAMVRHCIPLPDSVLNSADSLQGSCAPWLLGMHKKSTGMRKPESEDKLAGLWEFD.... Result: 1 (interaction). (7) The miRNA is cel-miR-1822-3p with sequence GAGCUGCCCUCAGAAAAACUCU. The protein sequence of the target gene is MHQSLTQQRSSDMSLPDSMGAFNRRKRNSIYVTVTLLIVSMLILTVGLAATTRTQNVTVGGYYPGVILGFGSFLGIIGSNLIENKRQMLVASIVFISFGVIAAFCCAIVDGVFAARHIDLKPLYANRCHYVPKTSQREAEEVITSSSKITPSTRALRNLTQAVKEVNCPQLSRGLCTPRIRGNTCFCCDLYNCGNRVEITGGYYEYIDVSSCQDIIHLYHLLWSATILNIVGLFLGIITAAVLGGFKDMNPTLPALNCSVENAHPTVSYYARPQVASYNTYYHSPPHLPPYSAYDFQHSG.... Result: 0 (no interaction).